This data is from Catalyst prediction with 721,799 reactions and 888 catalyst types from USPTO. The task is: Predict which catalyst facilitates the given reaction. Reactant: [S:1]1[CH:5]=[CH:4][CH:3]=[C:2]1[C:6](=O)[CH2:7][C:8](=O)[CH2:9][CH2:10][CH2:11][CH2:12][CH2:13][CH3:14].O.[NH2:18][NH2:19]. Product: [S:1]1[CH:5]=[CH:4][CH:3]=[C:2]1[C:6]1[CH:7]=[C:8]([CH2:9][CH2:10][CH2:11][CH2:12][CH2:13][CH3:14])[NH:19][N:18]=1. The catalyst class is: 8.